This data is from Reaction yield outcomes from USPTO patents with 853,638 reactions. The task is: Predict the reaction yield, written as a fraction of the theoretical maximum amount of product (1.0 means a 100% yield; for example, 0.34 means a 34% yield). (1) The reactants are [CH3:1][O:2][C:3]1[CH:8]=[CH:7][C:6]([C:9](OC)=[O:10])=[CH:5][N:4]=1.[BH4-].[Na+]. The catalyst is CO. The product is [CH3:1][O:2][C:3]1[N:4]=[CH:5][C:6]([CH2:9][OH:10])=[CH:7][CH:8]=1. The yield is 0.350. (2) The reactants are [Cl:1][C:2]1[CH:3]=[C:4]([OH:23])[CH:5]=[CH:6][C:7]=1[CH:8]([CH3:22])[C:9]([OH:21])([C:14]1[CH:19]=[CH:18][N:17]=[C:16]([CH3:20])[CH:15]=1)[C:10]([F:13])([F:12])[F:11].[CH2:24]([O:26][C:27]([C:29]1[CH:34]=[C:33]([CH2:35]Br)[CH:32]=[CH:31][N:30]=1)=[O:28])[CH3:25]. The catalyst is CN(C=O)C.C(=O)([O-])[O-].[Ag+2]. The product is [CH2:24]([O:26][C:27]([C:29]1[CH:34]=[C:33]([CH2:35][O:23][C:4]2[CH:5]=[CH:6][C:7]([CH:8]([CH3:22])[C:9]([OH:21])([C:14]3[CH:19]=[CH:18][N:17]=[C:16]([CH3:20])[CH:15]=3)[C:10]([F:13])([F:11])[F:12])=[C:2]([Cl:1])[CH:3]=2)[CH:32]=[CH:31][N:30]=1)=[O:28])[CH3:25]. The yield is 0.630. (3) The reactants are [NH2:1][CH2:2][CH2:3][C:4]1[N:8]=[CH:7][NH:6][CH:5]=1.[C:9]([C:17]1[CH:25]=[CH:24][CH:23]=[CH:22][C:18]=1[C:19]([OH:21])=O)(=[O:16])[C:10]1[CH:15]=[CH:14][CH:13]=[CH:12][CH:11]=1.[CH:26](=O)[C:27]1[CH:32]=[CH:31][CH:30]=[CH:29][CH:28]=1.[C:34]1([CH:40]([C:44]2[CH:49]=[CH:48][CH:47]=[CH:46][CH:45]=2)[CH2:41][N+:42]#[C-:43])[CH:39]=[CH:38][CH:37]=[CH:36][CH:35]=1.C[OH:51]. The product is [C:9]([C:17]1[CH:25]=[CH:24][CH:23]=[CH:22][C:18]=1[C:19]([N:1]([CH:26]([C:43](=[O:51])[NH:42][CH2:41][CH:40]([C:34]1[CH:35]=[CH:36][CH:37]=[CH:38][CH:39]=1)[C:44]1[CH:45]=[CH:46][CH:47]=[CH:48][CH:49]=1)[C:27]1[CH:32]=[CH:31][CH:30]=[CH:29][CH:28]=1)[CH2:2][CH2:3][C:4]1[N:8]=[CH:7][NH:6][CH:5]=1)=[O:21])(=[O:16])[C:10]1[CH:11]=[CH:12][CH:13]=[CH:14][CH:15]=1. No catalyst specified. The yield is 0.470. (4) The reactants are [CH3:1][O:2][C:3]1[CH:8]=[CH:7][C:6]([N:9]2[CH2:14][CH2:13][N:12]([C:15]3[C:16]([CH3:30])=[C:17]([C:27](=[O:29])[CH3:28])[C:18]4[O:22][C:21]([CH3:24])([CH3:23])[CH2:20][C:19]=4[C:25]=3[CH3:26])[CH2:11][CH2:10]2)=[CH:5][CH:4]=1.[BH4-].[Na+]. The catalyst is O.C1COCC1.CO. The product is [CH3:1][O:2][C:3]1[CH:8]=[CH:7][C:6]([N:9]2[CH2:14][CH2:13][N:12]([C:15]3[C:16]([CH3:30])=[C:17]([CH:27]([OH:29])[CH3:28])[C:18]4[O:22][C:21]([CH3:23])([CH3:24])[CH2:20][C:19]=4[C:25]=3[CH3:26])[CH2:11][CH2:10]2)=[CH:5][CH:4]=1. The yield is 0.500. (5) The reactants are [Cl:1][C:2]1[CH:3]=[CH:4][C:5]([O:25][CH3:26])=[C:6]([C:8]2[NH:12][N:11]=[CH:10][C:9]=2[NH:13][C:14]([C:16]2[CH:17]=[N:18][N:19]3[CH:24]=[CH:23][CH:22]=[N:21][C:20]=23)=[O:15])[CH:7]=1.[CH3:27][C:28]1([O:31][CH2:30]1)[CH3:29].C(=O)([O-])[O-].[Cs+].[Cs+]. The catalyst is CN(C=O)C. The product is [Cl:1][C:2]1[CH:3]=[CH:4][C:5]([O:25][CH3:26])=[C:6]([C:8]2[C:9]([NH:13][C:14]([C:16]3[CH:17]=[N:18][N:19]4[CH:24]=[CH:23][CH:22]=[N:21][C:20]=34)=[O:15])=[CH:10][N:11]([CH2:27][C:28]([OH:31])([CH3:30])[CH3:29])[N:12]=2)[CH:7]=1. The yield is 0.400.